Dataset: Full USPTO retrosynthesis dataset with 1.9M reactions from patents (1976-2016). Task: Predict the reactants needed to synthesize the given product. (1) Given the product [Br:1][C:2]1[C:3]([OH:12])=[C:4]([CH:5]=[C:6]([C:8]([CH3:9])([CH3:11])[CH3:10])[CH:7]=1)[CH:26]=[O:27], predict the reactants needed to synthesize it. The reactants are: [Br:1][C:2]1[CH:7]=[C:6]([C:8]([CH3:11])([CH3:10])[CH3:9])[CH:5]=[CH:4][C:3]=1[OH:12].C1N2CN3CN(C2)CN1C3.Cl.FC(F)(F)[C:26](O)=[O:27]. (2) Given the product [Cl:10][C:11]1[CH:12]=[C:13]2[C:18](=[C:19]([C:21]([NH:7][S:4]([CH:1]3[CH2:3][CH2:2]3)(=[O:6])=[O:5])=[O:22])[CH:20]=1)[NH:17][CH:16]([C:24]1[CH:25]=[C:26]([NH:30][C:31]([C:33]3[CH:38]=[N:37][CH:36]=[CH:35][N:34]=3)=[O:32])[CH:27]=[CH:28][CH:29]=1)[C:15]([CH3:40])([CH3:39])[CH2:14]2, predict the reactants needed to synthesize it. The reactants are: [CH:1]1([S:4]([NH2:7])(=[O:6])=[O:5])[CH2:3][CH2:2]1.[H-].[Na+].[Cl:10][C:11]1[CH:12]=[C:13]2[C:18](=[C:19]([C:21](O)=[O:22])[CH:20]=1)[NH:17][CH:16]([C:24]1[CH:29]=[CH:28][CH:27]=[C:26]([NH:30][C:31]([C:33]3[CH:38]=[N:37][CH:36]=[CH:35][N:34]=3)=[O:32])[CH:25]=1)[C:15]([CH3:40])([CH3:39])[CH2:14]2.C(N1C=CN=C1)(N1C=CN=C1)=O.